This data is from Forward reaction prediction with 1.9M reactions from USPTO patents (1976-2016). The task is: Predict the product of the given reaction. (1) Given the reactants [N:1]1([CH2:5][CH2:6][N:7]2[CH:11]=[C:10]([C:12]3[CH:17]=[CH:16][C:15]([F:18])=[C:14]([CH3:19])[CH:13]=3)[N:9]=[C:8]2[C@H:20]2[CH2:25][CH2:24][NH:23][CH2:22][C@H:21]2[F:26])[CH2:4][CH2:3][CH2:2]1.N1CCCN2CCCCCC=12.Cl[C:39]1[N:44]=[CH:43][N:42]=[C:41]([NH2:45])[C:40]=1[CH:46]([CH3:48])[CH3:47], predict the reaction product. The product is: [N:1]1([CH2:5][CH2:6][N:7]2[CH:11]=[C:10]([C:12]3[CH:17]=[CH:16][C:15]([F:18])=[C:14]([CH3:19])[CH:13]=3)[N:9]=[C:8]2[C@H:20]2[CH2:25][CH2:24][N:23]([C:39]3[N:44]=[CH:43][N:42]=[C:41]([NH2:45])[C:40]=3[CH:46]([CH3:48])[CH3:47])[CH2:22][C@H:21]2[F:26])[CH2:4][CH2:3][CH2:2]1. (2) Given the reactants [Cl:1][C:2]1[CH:3]=[CH:4][CH:5]=[C:6]2[C:10]=1[C:9](=[O:11])[N:8]([C:12]1[CH:13]=[C:14]([CH:32]=[CH:33][CH:34]=1)[C:15]([NH:17][CH2:18][CH2:19]C1CCN(C3C=CN=CC=3)CC1)=[O:16])[CH2:7]2.[N:35]1([CH2:40][CH2:41][N:42]2CCN[CH2:44][CH2:43]2)[CH:39]=[CH:38][N:37]=[CH:36]1.ClC1C=CC=C2C=1C(=O)N(C1C=C(C=CC=1)C(O)=O)C2, predict the reaction product. The product is: [Cl:1][C:2]1[CH:3]=[CH:4][CH:5]=[C:6]2[C:10]=1[C:9](=[O:11])[N:8]([C:12]1[CH:34]=[CH:33][CH:32]=[C:14]([C:15]([N:17]3[CH2:44][CH2:43][N:42]([CH2:41][CH2:40][N:35]4[CH:39]=[CH:38][N:37]=[CH:36]4)[CH2:19][CH2:18]3)=[O:16])[CH:13]=1)[CH2:7]2. (3) Given the reactants [F:1][C:2]1[CH:7]=[CH:6][C:5]([C@:8]2([CH2:30][CH2:31][CH2:32][OH:33])[O:13][C:12](=[O:14])[N:11]([C@H:15]([C:17]3[CH:22]=[CH:21][C:20]([C:23]4[CH:28]=[CH:27][C:26](=[O:29])[NH:25][CH:24]=4)=[CH:19][CH:18]=3)[CH3:16])[CH2:10][CH2:9]2)=[CH:4][CH:3]=1.N1C=CN=C1.[C:39]([Si:43](Cl)([CH3:45])[CH3:44])([CH3:42])([CH3:41])[CH3:40], predict the reaction product. The product is: [Si:43]([O:33][CH2:32][CH2:31][CH2:30][C@@:8]1([C:5]2[CH:6]=[CH:7][C:2]([F:1])=[CH:3][CH:4]=2)[O:13][C:12](=[O:14])[N:11]([C@H:15]([C:17]2[CH:22]=[CH:21][C:20]([C:23]3[CH:28]=[CH:27][C:26](=[O:29])[NH:25][CH:24]=3)=[CH:19][CH:18]=2)[CH3:16])[CH2:10][CH2:9]1)([C:39]([CH3:42])([CH3:41])[CH3:40])([CH3:45])[CH3:44]. (4) Given the reactants [C:1]1([C@H:11]([NH:13][CH2:14][CH2:15][CH2:16][C:17]2[CH:22]=[CH:21][C:20]([C:23]3([C:29](O)=[O:30])[CH2:28][CH2:27][O:26][CH2:25][CH2:24]3)=[CH:19][CH:18]=2)[CH3:12])[C:10]2[C:5](=[CH:6][CH:7]=[CH:8][CH:9]=2)[CH:4]=[CH:3][CH:2]=1.Cl.[CH3:33][O:34][C:35](=[O:38])[CH2:36][NH2:37], predict the reaction product. The product is: [CH3:33][O:34][C:35](=[O:38])[CH2:36][NH:37][C:29]([C:23]1([C:20]2[CH:19]=[CH:18][C:17]([CH2:16][CH2:15][CH2:14][NH:13][C@@H:11]([C:1]3[C:10]4[C:5](=[CH:6][CH:7]=[CH:8][CH:9]=4)[CH:4]=[CH:3][CH:2]=3)[CH3:12])=[CH:22][CH:21]=2)[CH2:24][CH2:25][O:26][CH2:27][CH2:28]1)=[O:30].